The task is: Predict the reactants needed to synthesize the given product.. This data is from Full USPTO retrosynthesis dataset with 1.9M reactions from patents (1976-2016). Given the product [OH:1][N:2]=[C:3]([C:5]1[CH:6]=[C:7]2[C:8](=[CH:12][CH:13]=1)[NH:9][CH:10]=[CH:14]2)[NH2:4], predict the reactants needed to synthesize it. The reactants are: [OH:1][N:2]=[C:3]([C:5]1[CH:13]=[CH:12][C:8]2[NH:9][CH:10]=N[C:7]=2[CH:6]=1)[NH2:4].[C:14](C1C=C2C(=CC=1)NC=C2)#N.